Dataset: Reaction yield outcomes from USPTO patents with 853,638 reactions. Task: Predict the reaction yield, written as a fraction of the theoretical maximum amount of product (1.0 means a 100% yield; for example, 0.34 means a 34% yield). (1) The reactants are [N:1]([CH2:4][C@@H:5]1[CH2:7][C@H:6]1[CH2:8][N:9]1[CH2:14][CH2:13][N:12]([C:15]2[C:16]3[CH:23]=[CH:22][C:21]([C:24]([F:27])([F:26])[F:25])=[CH:20][C:17]=3[S:18][CH:19]=2)[CH2:11][CH2:10]1)=[N+]=[N-].C1C=CC(P(C2C=CC=CC=2)C2C=CC=CC=2)=CC=1.O. The catalyst is C1COCC1. The product is [F:26][C:24]([F:25])([F:27])[C:21]1[CH:22]=[CH:23][C:16]2[C:15]([N:12]3[CH2:13][CH2:14][N:9]([CH2:8][C@@H:6]4[CH2:7][C@H:5]4[CH2:4][NH2:1])[CH2:10][CH2:11]3)=[CH:19][S:18][C:17]=2[CH:20]=1. The yield is 0.820. (2) The reactants are C(OC(=O)[NH:7][CH:8]1[CH2:13][CH2:12][N:11]([C:14]2[CH:19]=[CH:18][C:17]([S:20](=[O:28])(=[O:27])[NH:21][C:22]3[S:23][CH:24]=[CH:25][N:26]=3)=[CH:16][CH:15]=2)[CH2:10][CH2:9]1)(C)(C)C.C(O)(C(F)(F)F)=O.C([O-])(O)=O.[Na+].Cl. The catalyst is C(Cl)Cl. The product is [NH2:7][CH:8]1[CH2:9][CH2:10][N:11]([C:14]2[CH:19]=[CH:18][C:17]([S:20]([NH:21][C:22]3[S:23][CH:24]=[CH:25][N:26]=3)(=[O:28])=[O:27])=[CH:16][CH:15]=2)[CH2:12][CH2:13]1. The yield is 0.380.